The task is: Predict the reactants needed to synthesize the given product.. This data is from Retrosynthesis with 50K atom-mapped reactions and 10 reaction types from USPTO. (1) Given the product CC(=O)NCCc1ccc(O)cc1-c1ccccc1, predict the reactants needed to synthesize it. The reactants are: CC(=O)NCCc1ccc(OCc2ccccc2)cc1-c1ccccc1. (2) Given the product CCCCNC[C@@H]1CC(c2ccc(-c3ccc(N4C[C@H](Cn5ccnn5)OC4=O)cc3F)cn2)=NO1, predict the reactants needed to synthesize it. The reactants are: CC1(C)OB(c2ccc(N3C[C@H](Cn4ccnn4)OC3=O)cc2F)OC1(C)C.CCCCNC[C@@H]1CC(c2ccc(Br)cn2)=NO1. (3) Given the product Cc1ccc(Nc2cc(NCCN)nnc2C(N)=O)nc1C(C)C, predict the reactants needed to synthesize it. The reactants are: Cc1ccc(Nc2cc(Cl)nnc2C(N)=O)nc1C(C)C.NCCN. (4) Given the product CCN(C(=O)Cc1ccc(F)cc1)C1CCN(CCC(=O)c2ccc(F)cc2)CC1, predict the reactants needed to synthesize it. The reactants are: CCN(C(=O)Cc1ccc(F)cc1)C1CCNCC1.O=C(CCCl)c1ccc(F)cc1. (5) Given the product COc1ccc(NC(=O)CN2CCN(c3ccc(OC)c(C(F)(F)F)c3)CC2)c([N+](=O)[O-])c1, predict the reactants needed to synthesize it. The reactants are: COc1ccc(N2CCNCC2)cc1C(F)(F)F.COc1ccc(NC(=O)CBr)c([N+](=O)[O-])c1. (6) Given the product COc1ccc2c(c1)CCN2CCCn1cc([N+](=O)[O-])cn1, predict the reactants needed to synthesize it. The reactants are: COc1ccc2c(c1)CCN2.O=CCCn1cc([N+](=O)[O-])cn1.